This data is from Forward reaction prediction with 1.9M reactions from USPTO patents (1976-2016). The task is: Predict the product of the given reaction. (1) Given the reactants [NH:1]1[CH2:7][CH2:6][CH2:5][CH2:4][CH2:3][CH2:2]1.C(N(CC)CC)C.Cl[C:16]1[C:21]([CH:22]([CH2:27][CH2:28][CH3:29])[C:23]([O:25][CH3:26])=[O:24])=[C:20]([CH3:30])[N:19]=[C:18]([C:31]2[CH:36]=[CH:35][CH:34]=[CH:33][CH:32]=2)[N:17]=1, predict the reaction product. The product is: [N:1]1([C:16]2[C:21]([CH:22]([CH2:27][CH2:28][CH3:29])[C:23]([O:25][CH3:26])=[O:24])=[C:20]([CH3:30])[N:19]=[C:18]([C:31]3[CH:32]=[CH:33][CH:34]=[CH:35][CH:36]=3)[N:17]=2)[CH2:7][CH2:6][CH2:5][CH2:4][CH2:3][CH2:2]1. (2) Given the reactants Cl[C:2](Cl)([O:4]C(=O)OC(Cl)(Cl)Cl)Cl.[CH2:13]([N:15]1[C:19]2[N:20]=[C:21]([C:30]3[CH:36]=[CH:35][C:33]([NH2:34])=[CH:32][CH:31]=3)[N:22]=[C:23]([N:24]3[CH2:29][CH2:28][O:27][CH2:26][CH2:25]3)[C:18]=2[N:17]=[N:16]1)[CH3:14].CCN(CC)CC.[NH2:44][C:45]1[CH:59]=[CH:58][C:48]([C:49]([NH:51][C:52]2[CH:53]=[N:54][CH:55]=[CH:56][CH:57]=2)=[O:50])=[CH:47][CH:46]=1, predict the reaction product. The product is: [CH2:13]([N:15]1[C:19]2[N:20]=[C:21]([C:30]3[CH:36]=[CH:35][C:33]([NH:34][C:2]([NH:44][C:45]4[CH:59]=[CH:58][C:48]([C:49]([NH:51][C:52]5[CH:53]=[N:54][CH:55]=[CH:56][CH:57]=5)=[O:50])=[CH:47][CH:46]=4)=[O:4])=[CH:32][CH:31]=3)[N:22]=[C:23]([N:24]3[CH2:25][CH2:26][O:27][CH2:28][CH2:29]3)[C:18]=2[N:17]=[N:16]1)[CH3:14]. (3) Given the reactants C([Li])CCC.[C:6]([Si:10]([CH3:20])([CH3:19])[O:11][CH2:12][CH2:13][C:14]1[S:15][CH:16]=[CH:17][CH:18]=1)([CH3:9])([CH3:8])[CH3:7].CN([CH:24]=[O:25])C, predict the reaction product. The product is: [Si:10]([O:11][CH2:12][CH2:13][C:14]1[S:15][C:16]([CH:24]=[O:25])=[CH:17][CH:18]=1)([C:6]([CH3:7])([CH3:9])[CH3:8])([CH3:20])[CH3:19]. (4) Given the reactants [NH2:1][C:2]1[CH:7]=[CH:6][C:5]([S:8]([N:11]2[CH2:15][CH2:14][C@@H:13]([NH:16][C:17]3[N:22]=[C:21]([C:23]4[C:31]5[C:26](=[CH:27][CH:28]=[CH:29][CH:30]=5)[N:25](S(C5C=CC=CC=5)(=O)=O)[CH:24]=4)[C:20]([Cl:41])=[CH:19][N:18]=3)[CH2:12]2)(=[O:10])=[O:9])=[CH:4][CH:3]=1.[OH-].[Na+].Cl, predict the reaction product. The product is: [NH2:1][C:2]1[CH:7]=[CH:6][C:5]([S:8]([N:11]2[CH2:15][CH2:14][C@@H:13]([NH:16][C:17]3[N:22]=[C:21]([C:23]4[C:31]5[C:26](=[CH:27][CH:28]=[CH:29][CH:30]=5)[NH:25][CH:24]=4)[C:20]([Cl:41])=[CH:19][N:18]=3)[CH2:12]2)(=[O:9])=[O:10])=[CH:4][CH:3]=1.